Dataset: Serine/threonine kinase 33 screen with 319,792 compounds. Task: Binary Classification. Given a drug SMILES string, predict its activity (active/inactive) in a high-throughput screening assay against a specified biological target. (1) The compound is O(c1c(C(CCN2CCCCC2)c2cc3OCOc3cc2)c(O)cc(OC)c1)C. The result is 0 (inactive). (2) The result is 0 (inactive). The drug is O(CCCC(=O)NCCc1ccccc1)c1ccccc1. (3) The compound is O=C(NNC(=O)COc1ccc(OC)cc1)C1CCC1. The result is 0 (inactive). (4) The compound is S(c1nnc(c2c1cccc2)Cc1ccccc1)c1ccc(cc1)C. The result is 0 (inactive). (5) The result is 0 (inactive). The molecule is O=C(N1CCN(CC1)c1ccc(NC(=O)COc2c(c(ccc2)C)C)cc1)c1ccccc1. (6) The drug is Clc1c(/C=N\NC(=O)C(=O)N2CCCCCC2)c(F)ccc1. The result is 0 (inactive). (7) The drug is O=C1N(CCNc2c(cc([N+]([O-])=O)cc2)C(=O)Nc2c(OC)cccc2)C(=O)CC1. The result is 0 (inactive). (8) The drug is O=C(N1CCn2c(nc3c2cccc3)C1)c1ccccc1. The result is 0 (inactive). (9) The drug is S(=O)(=O)(NCC(N1CCCCC1)c1occc1)c1cc(OC)c(NC(=O)C)cc1. The result is 0 (inactive).